Dataset: Forward reaction prediction with 1.9M reactions from USPTO patents (1976-2016). Task: Predict the product of the given reaction. (1) The product is: [C:4]1([CH2:3][CH2:2][C:1]([NH:19][C:20]2[CH:33]=[CH:32][C:23]([CH2:24][N:25]3[C:29](=[O:30])[CH2:28][S:27][C:26]3=[O:31])=[CH:22][CH:21]=2)=[O:10])[CH:9]=[CH:8][CH:7]=[CH:6][CH:5]=1. Given the reactants [C:1](Cl)(=[O:10])[CH2:2][CH2:3][C:4]1[CH:9]=[CH:8][CH:7]=[CH:6][CH:5]=1.C(N(CC)CC)C.[NH2:19][C:20]1[CH:33]=[CH:32][C:23]([CH2:24][N:25]2[C:29](=[O:30])[CH2:28][S:27][C:26]2=[O:31])=[CH:22][CH:21]=1.Cl, predict the reaction product. (2) Given the reactants C([O:8][C:9]1[C:14](=[O:15])[N:13]=[C:12]([CH2:16][C:17]2[CH:22]=[CH:21][C:20]([Cl:23])=[CH:19][C:18]=2[C:24]2[CH:29]=[CH:28][C:27]([Cl:30])=[CH:26][CH:25]=2)[N:11]2[CH2:31][CH2:32][N:33]([CH:36]([CH3:38])[CH3:37])[C:34](=[O:35])[C:10]=12)C1C=CC=CC=1.OS(O)(=O)=O, predict the reaction product. The product is: [Cl:23][C:20]1[CH:21]=[CH:22][C:17]([CH2:16][C:12]2[N:11]3[CH2:31][CH2:32][N:33]([CH:36]([CH3:38])[CH3:37])[C:34](=[O:35])[C:10]3=[C:9]([OH:8])[C:14](=[O:15])[N:13]=2)=[C:18]([C:24]2[CH:25]=[CH:26][C:27]([Cl:30])=[CH:28][CH:29]=2)[CH:19]=1. (3) The product is: [Br:3][C:4]1[CH:5]=[C:6]2[C:10](=[CH:11][CH:12]=1)[N:9]([CH3:13])[CH:8]=[CH:7]2. Given the reactants [H-].[Na+].[Br:3][C:4]1[CH:5]=[C:6]2[C:10](=[CH:11][CH:12]=1)[NH:9][CH:8]=[CH:7]2.[CH3:13]I, predict the reaction product. (4) Given the reactants [C:1]([O:4][C@@H:5]1[C@@H:19]([O:20][C:21](=[O:23])[CH3:22])[C@H:18]([O:24][C:25](=[O:27])[CH3:26])[CH2:17][S:16][C@H:6]1[O:7][C:8]1[C:9](Cl)=[N:10][CH:11]=[CH:12][C:13]=1[CH3:14])(=[O:3])[CH3:2].[CH3:28][O:29][C:30]1[CH:35]=[CH:34][C:33](B(O)O)=[CH:32][CH:31]=1, predict the reaction product. The product is: [C:1]([O:4][C@@H:5]1[C@@H:19]([O:20][C:21](=[O:23])[CH3:22])[C@H:18]([O:24][C:25](=[O:27])[CH3:26])[CH2:17][S:16][C@H:6]1[O:7][C:8]1[C:9]([C:33]2[CH:34]=[CH:35][C:30]([O:29][CH3:28])=[CH:31][CH:32]=2)=[N:10][CH:11]=[CH:12][C:13]=1[CH3:14])(=[O:3])[CH3:2].